Dataset: Forward reaction prediction with 1.9M reactions from USPTO patents (1976-2016). Task: Predict the product of the given reaction. Given the reactants [C:1]([CH:6]=P(C1C=CC=CC=1)(C1C=CC=CC=1)C1C=CC=CC=1)([O:3][CH2:4][CH3:5])=[O:2].[CH:26]1([OH:35])[CH:34]2[CH:29]([CH2:30][CH2:31][CH2:32][CH2:33]2)[CH2:28]O1, predict the reaction product. The product is: [OH:35][CH2:26][CH:34]1[CH2:33][CH2:32][CH2:31][CH2:30][CH:29]1/[CH:28]=[CH:6]/[C:1]([O:3][CH2:4][CH3:5])=[O:2].